Task: Predict the reaction yield, written as a fraction of the theoretical maximum amount of product (1.0 means a 100% yield; for example, 0.34 means a 34% yield).. Dataset: Reaction yield outcomes from USPTO patents with 853,638 reactions (1) The reactants are Br[C:2]1[C:3]([O:18][CH:19]2[CH2:22][CH2:21][CH2:20]2)=[C:4]2[C:9](=[CH:10][CH:11]=1)[N:8]([C:12]([CH:14]1[CH2:16][CH2:15]1)=[O:13])[C@@H:7]([CH3:17])[CH2:6][CH2:5]2.CC1(C)OB([C:29]2[CH:30]=[N:31][N:32]([CH:34]3[CH2:39][CH2:38][N:37]([C:40]([O:42][C:43]([CH3:46])([CH3:45])[CH3:44])=[O:41])[CH2:36][CH2:35]3)[CH:33]=2)OC1(C)C.C(=O)([O-])[O-].[K+].[K+].O1CCOCC1. The catalyst is C1C=CC(P(C2C=CC=CC=2)[C-]2C=CC=C2)=CC=1.C1C=CC(P(C2C=CC=CC=2)[C-]2C=CC=C2)=CC=1.Cl[Pd]Cl.[Fe+2].ClCCl.O. The product is [CH:19]1([O:18][C:3]2[C:2]([C:29]3[CH:30]=[N:31][N:32]([CH:34]4[CH2:35][CH2:36][N:37]([C:40]([O:42][C:43]([CH3:46])([CH3:45])[CH3:44])=[O:41])[CH2:38][CH2:39]4)[CH:33]=3)=[CH:11][CH:10]=[C:9]3[C:4]=2[CH2:5][CH2:6][C@H:7]([CH3:17])[N:8]3[C:12]([CH:14]2[CH2:16][CH2:15]2)=[O:13])[CH2:22][CH2:21][CH2:20]1. The yield is 0.750. (2) The reactants are [OH:1][C:2]1[CH:10]=[C:9]2[C:5]([CH:6]=[C:7]([C:11]([OH:13])=O)[NH:8]2)=[CH:4][CH:3]=1.C(N(CC)CC)C.[CH2:21]([CH:28]1[CH2:33][CH2:32][NH:31][CH2:30][CH2:29]1)[C:22]1[CH:27]=[CH:26][CH:25]=[CH:24][CH:23]=1.CN(C(ON1N=NC2C=CC=CC1=2)=[N+](C)C)C.F[P-](F)(F)(F)(F)F. The catalyst is CN(C)C=O. The product is [CH2:21]([CH:28]1[CH2:33][CH2:32][N:31]([C:11]([C:7]2[NH:8][C:9]3[C:5]([CH:6]=2)=[CH:4][CH:3]=[C:2]([OH:1])[CH:10]=3)=[O:13])[CH2:30][CH2:29]1)[C:22]1[CH:27]=[CH:26][CH:25]=[CH:24][CH:23]=1. The yield is 0.710. (3) The reactants are [NH2:1][C:2]1[N:10]=[C:9]2[C:5]([NH:6][CH:7]=[N:8]2)=[C:4]([Cl:11])[N:3]=1.CC(C)([O-])C.[K+].[C:18]([O:26][CH2:27][C@@H:28]1[C@@H:32]([O:33][C:34](=[O:41])[C:35]2[CH:40]=[CH:39][CH:38]=[CH:37][CH:36]=2)[C@:31]([F:43])([CH3:42])[C@@H:30](Br)[O:29]1)(=[O:25])[C:19]1[CH:24]=[CH:23][CH:22]=[CH:21][CH:20]=1.[NH4+].[Cl-]. The catalyst is CC(O)(C)C.CC#N. The product is [C:34]([O:33][C@H:32]1[C@:31]([F:43])([CH3:42])[C@H:30]([N:8]2[CH:7]=[N:6][C:5]3[C:9]2=[N:10][C:2]([NH2:1])=[N:3][C:4]=3[Cl:11])[O:29][C@@H:28]1[CH2:27][O:26][C:18](=[O:25])[C:19]1[CH:20]=[CH:21][CH:22]=[CH:23][CH:24]=1)(=[O:41])[C:35]1[CH:40]=[CH:39][CH:38]=[CH:37][CH:36]=1. The yield is 0.570. (4) The reactants are Cl[C:2]1[N:7]=[C:6]([C:8]2[N:12]3[CH:13]=[CH:14][CH:15]=[CH:16][C:11]3=[N:10][C:9]=2[C:17]2[CH:18]=[CH:19][C:20]([O:34][CH2:35][CH3:36])=[C:21]([CH:33]=2)[C:22]([NH:24][C:25]2[C:30]([F:31])=[CH:29][CH:28]=[CH:27][C:26]=2[F:32])=[O:23])[CH:5]=[CH:4][N:3]=1.[CH3:37][O:38][C:39]1[CH:45]=[C:44]([N:46]2[CH2:51][CH2:50][N:49]([CH2:52][CH2:53][O:54][CH3:55])[CH2:48][CH2:47]2)[CH:43]=[CH:42][C:40]=1[NH2:41].C1(C)C=CC(S(O)(=O)=O)=CC=1.C(O)C(F)(F)F.N. The catalyst is CO.C(Cl)Cl. The product is [F:32][C:26]1[CH:27]=[CH:28][CH:29]=[C:30]([F:31])[C:25]=1[NH:24][C:22](=[O:23])[C:21]1[CH:33]=[C:17]([C:9]2[N:10]=[C:11]3[CH:16]=[CH:15][CH:14]=[CH:13][N:12]3[C:8]=2[C:6]2[CH:5]=[CH:4][N:3]=[C:2]([NH:41][C:40]3[CH:42]=[CH:43][C:44]([N:46]4[CH2:51][CH2:50][N:49]([CH2:52][CH2:53][O:54][CH3:55])[CH2:48][CH2:47]4)=[CH:45][C:39]=3[O:38][CH3:37])[N:7]=2)[CH:18]=[CH:19][C:20]=1[O:34][CH2:35][CH3:36]. The yield is 0.690. (5) The reactants are [CH3:1][C@:2]1([NH:18][C@@H:19]2[CH2:24][CH2:23][CH2:22][CH2:21][C@H:20]2[NH:25]C(=O)OCC2C=CC=CC=2)[CH2:7][CH2:6][CH2:5][N:4]([C:8]2[CH:13]=[CH:12][C:11]([C:14]([F:17])([F:16])[F:15])=[CH:10][CH:9]=2)[CH2:3]1. The catalyst is CO.[Pd]. The product is [CH3:1][C@:2]1([NH:18][C@@H:19]2[CH2:24][CH2:23][CH2:22][CH2:21][C@H:20]2[NH2:25])[CH2:7][CH2:6][CH2:5][N:4]([C:8]2[CH:13]=[CH:12][C:11]([C:14]([F:15])([F:16])[F:17])=[CH:10][CH:9]=2)[CH2:3]1. The yield is 0.780.